The task is: Regression/Classification. Given a drug SMILES string, predict its toxicity properties. Task type varies by dataset: regression for continuous values (e.g., LD50, hERG inhibition percentage) or binary classification for toxic/non-toxic outcomes (e.g., AMES mutagenicity, cardiotoxicity, hepatotoxicity). Dataset: herg_karim.. This data is from hERG potassium channel inhibition data for cardiac toxicity prediction from Karim et al.. (1) The molecule is Oc1ccc(OCCN2CC[C@@](O)(Cc3ccccc3)[C@@H](O)C2)cc1. The result is 0 (non-blocker). (2) The molecule is O=c1[nH]c2ccccc2n1C1CCN(CCOc2ccccc2)CC1. The result is 1 (blocker). (3) The molecule is O=c1ccc2ncc(F)c3c2n1C[C@@]3(O)CC12CCC(NCc3ccc4c(n3)NCCN4)(CC1)CO2. The result is 0 (non-blocker).